This data is from Reaction yield outcomes from USPTO patents with 853,638 reactions. The task is: Predict the reaction yield, written as a fraction of the theoretical maximum amount of product (1.0 means a 100% yield; for example, 0.34 means a 34% yield). (1) The reactants are [Br:1][C:2]1[CH:3]=[CH:4][C:5]([N+:18]([O-])=O)=[C:6]([CH:17]=1)[NH:7][CH2:8][C:9]1[CH:14]=[CH:13][C:12]([O:15][CH3:16])=[CH:11][CH:10]=1.[Cl-].[NH4+]. The catalyst is CCO.O.[Fe]. The product is [Br:1][C:2]1[CH:17]=[C:6]([NH:7][CH2:8][C:9]2[CH:14]=[CH:13][C:12]([O:15][CH3:16])=[CH:11][CH:10]=2)[C:5]([NH2:18])=[CH:4][CH:3]=1. The yield is 0.820. (2) The reactants are C1(P(=O)(C2C=CC=CC=2)C2C=CC=CC=2)C=CC=CC=1.FC(F)(F)S(OS(C(F)(F)F)(=O)=O)(=O)=O.C([S:43][C:44]([CH3:82])([CH2:59][NH:60][C:61]([C:63]1[NH:64][C:65]2[C:70]([CH:71]=1)=[CH:69][CH:68]=[CH:67][C:66]=2[N:72]([CH3:81])[S:73]([C:76]1[S:77][CH:78]=[CH:79][CH:80]=1)(=[O:75])=[O:74])=O)[CH2:45][N:46]1[CH2:51][CH2:50][N:49](C(OC(C)(C)C)=O)[CH2:48][CH2:47]1)C1C=CC=CC=1.CSC.C(=O)([O-])O.[Na+]. The catalyst is C(#N)C. The product is [CH3:81][N:72]([C:66]1[CH:67]=[CH:68][CH:69]=[C:70]2[C:65]=1[NH:64][C:63]([C:61]1[S:43][C:44]([CH3:82])([CH2:45][N:46]3[CH2:51][CH2:50][NH:49][CH2:48][CH2:47]3)[CH2:59][N:60]=1)=[CH:71]2)[S:73]([C:76]1[S:77][CH:78]=[CH:79][CH:80]=1)(=[O:75])=[O:74]. The yield is 0.450. (3) The reactants are Br[CH2:2][CH2:3][CH2:4][CH2:5][CH2:6][CH2:7][CH2:8][CH2:9][CH2:10][CH2:11][CH2:12][CH2:13][CH2:14][CH2:15][CH2:16][C:17]([OH:19])=[O:18].[C-:20]#[N:21].[Na+].[Na+].[I-].Cl. The catalyst is O.CS(C)=O. The product is [C:20]([CH2:2][CH2:3][CH2:4][CH2:5][CH2:6][CH2:7][CH2:8][CH2:9][CH2:10][CH2:11][CH2:12][CH2:13][CH2:14][CH2:15][CH2:16][C:17]([OH:19])=[O:18])#[N:21]. The yield is 0.720. (4) The reactants are [Li+].C[Si]([N-][Si](C)(C)C)(C)C.Cl[C:12]1[CH:21]=[CH:20][C:19]2[C:14](=[C:15]([C:22]3[O:23][C:24]4[CH:29]=[CH:28][NH:27][C:26](=[O:30])[C:25]=4[N:31]=3)[CH:16]=[CH:17][CH:18]=2)[N:13]=1.[NH2:32][C:33]1[CH:38]=[CH:37][CH:36]=[CH:35][CH:34]=1. The catalyst is O1CCOCC1.CCOC(C)=O. The product is [C:33]1([NH:32][C:12]2[CH:21]=[CH:20][C:19]3[C:14](=[C:15]([C:22]4[O:23][C:24]5[CH:29]=[CH:28][NH:27][C:26](=[O:30])[C:25]=5[N:31]=4)[CH:16]=[CH:17][CH:18]=3)[N:13]=2)[CH:38]=[CH:37][CH:36]=[CH:35][CH:34]=1. The yield is 0.140.